From a dataset of NCI-60 drug combinations with 297,098 pairs across 59 cell lines. Regression. Given two drug SMILES strings and cell line genomic features, predict the synergy score measuring deviation from expected non-interaction effect. Drug 1: C1CC(C1)(C(=O)O)C(=O)O.[NH2-].[NH2-].[Pt+2]. Drug 2: CS(=O)(=O)OCCCCOS(=O)(=O)C. Cell line: SNB-19. Synergy scores: CSS=6.50, Synergy_ZIP=-1.56, Synergy_Bliss=1.61, Synergy_Loewe=-1.44, Synergy_HSA=0.120.